This data is from Reaction yield outcomes from USPTO patents with 853,638 reactions. The task is: Predict the reaction yield, written as a fraction of the theoretical maximum amount of product (1.0 means a 100% yield; for example, 0.34 means a 34% yield). The reactants are C(O[C:5](=[O:7])C)(=O)C.C(O)=O.[Cl:11][C:12]1[C:13]([NH2:32])=[CH:14][C:15]2[N:19]=[C:18]([CH2:20][CH3:21])[N:17]([C:22]3[CH:27]=[CH:26][C:25]([CH2:28][CH2:29][Cl:30])=[CH:24][CH:23]=3)[C:16]=2[CH:31]=1. The catalyst is C1COCC1. The product is [Cl:11][C:12]1[C:13]([NH:32][CH:5]=[O:7])=[CH:14][C:15]2[N:19]=[C:18]([CH2:20][CH3:21])[N:17]([C:22]3[CH:23]=[CH:24][C:25]([CH2:28][CH2:29][Cl:30])=[CH:26][CH:27]=3)[C:16]=2[CH:31]=1. The yield is 0.670.